Dataset: Reaction yield outcomes from USPTO patents with 853,638 reactions. Task: Predict the reaction yield, written as a fraction of the theoretical maximum amount of product (1.0 means a 100% yield; for example, 0.34 means a 34% yield). The reactants are [CH2:1]([O:8][CH:9]([CH3:15])[CH2:10][CH2:11][C:12]([OH:14])=O)[C:2]1[CH:7]=[CH:6][CH:5]=[CH:4][CH:3]=1.C(Cl)(=O)C(Cl)=O.CN(C)C=O.Cl.[NH2:28][C:29]1[C:37]([OH:38])=[C:36]2[C:32]([CH2:33][CH2:34][CH:35]2[CH2:39][CH2:40][NH:41][C:42](=[O:44])[CH3:43])=[CH:31][CH:30]=1. The catalyst is O1CCCC1.N1C=CC=CC=1. The product is [C:42]([NH:41][CH2:40][CH2:39][CH:35]1[C:36]2[C:32](=[CH:31][CH:30]=[C:29]([NH:28][C:12](=[O:14])[CH2:11][CH2:10][CH:9]([O:8][CH2:1][C:2]3[CH:3]=[CH:4][CH:5]=[CH:6][CH:7]=3)[CH3:15])[C:37]=2[OH:38])[CH2:33][CH2:34]1)(=[O:44])[CH3:43]. The yield is 0.570.